Task: Predict the product of the given reaction.. Dataset: Forward reaction prediction with 1.9M reactions from USPTO patents (1976-2016) (1) Given the reactants Br[C:2]1[C:19]2[C:18]3[C:13](=[CH:14][CH:15]=[CH:16][CH:17]=3)[C:12]3[C:7](=[CH:8][CH:9]=[CH:10][CH:11]=3)[C:6]=2[CH:5]=[CH:4][CH:3]=1.[B:20]1([B:20]2[O:24][C:23]([CH3:26])([CH3:25])[C:22]([CH3:28])([CH3:27])[O:21]2)[O:24][C:23]([CH3:26])([CH3:25])[C:22]([CH3:28])([CH3:27])[O:21]1.C([O-])(=O)C.[K+], predict the reaction product. The product is: [CH3:27][C:22]1([CH3:28])[C:23]([CH3:26])([CH3:25])[O:24][B:20]([C:3]2[CH:4]=[CH:5][C:6]3[C:7]4[C:12](=[CH:11][CH:10]=[CH:9][CH:8]=4)[C:13]4[C:18](=[CH:17][CH:16]=[CH:15][CH:14]=4)[C:19]=3[CH:2]=2)[O:21]1. (2) Given the reactants N#N.[CH3:3][C:4]1([C:9]2[S:13][C:12]([CH2:14][OH:15])=[N:11][CH:10]=2)[O:8][CH2:7][CH2:6][O:5]1.CCN(CC)CC.[S:23](Cl)([CH3:26])(=[O:25])=[O:24], predict the reaction product. The product is: [CH3:3][C:4]1([C:9]2[S:13][C:12]([CH2:14][O:15][S:23]([CH3:26])(=[O:25])=[O:24])=[N:11][CH:10]=2)[O:8][CH2:7][CH2:6][O:5]1. (3) Given the reactants C[O:2][C:3](=O)[CH:4]([C:26]1[CH:31]=[CH:30][CH:29]=[CH:28][CH:27]=1)[CH2:5][C:6]1[C:7]([NH:19][C:20]2[CH:25]=[CH:24][CH:23]=[CH:22][CH:21]=2)=[N:8][C:9]([NH:12][C:13]2[CH:18]=[CH:17][CH:16]=[CH:15][CH:14]=2)=[N:10][CH:11]=1.S(=O)(=O)(O)O, predict the reaction product. The product is: [C:26]1([CH:4]2[C:3](=[O:2])[N:19]([C:20]3[CH:25]=[CH:24][CH:23]=[CH:22][CH:21]=3)[C:7]3[N:8]=[C:9]([NH:12][C:13]4[CH:18]=[CH:17][CH:16]=[CH:15][CH:14]=4)[N:10]=[CH:11][C:6]=3[CH2:5]2)[CH:31]=[CH:30][CH:29]=[CH:28][CH:27]=1. (4) Given the reactants [C:1]([OH:5])(=[O:4])[CH:2]=[CH2:3].[CH2:6]1[CH2:11][CH2:10][C:9](O)([C:12]([C:14]2C=CC=CC=2)=O)[CH2:8][CH2:7]1.COC(OC)(C(C1C=CC=CC=1)=O)C1C=CC=CC=1, predict the reaction product. The product is: [C:1]([O:5][CH2:10][CH:9]([CH2:12][CH3:14])[CH2:8][CH2:7][CH2:6][CH3:11])(=[O:4])[CH:2]=[CH2:3]. (5) Given the reactants [C:1]1([C:9]2[CH:14]=[CH:13][CH:12]=[CH:11][CH:10]=2)[CH:6]=[CH:5][C:4]([CH:7]=O)=[CH:3][CH:2]=1.[C:15]([NH:18][NH2:19])([NH2:17])=[NH:16].[ClH:20], predict the reaction product. The product is: [ClH:20].[C:9]1([C:1]2[CH:6]=[CH:5][C:4]([CH:7]=[N:19][NH:18][C:15]([NH2:17])=[NH:16])=[CH:3][CH:2]=2)[CH:14]=[CH:13][CH:12]=[CH:11][CH:10]=1. (6) Given the reactants [F:1][C:2]1[CH:3]=[C:4]([CH:8]=[CH:9][C:10]=1[OH:11])[C:5]([OH:7])=[O:6].S(=O)(=O)(O)O.[CH3:17]O, predict the reaction product. The product is: [F:1][C:2]1[CH:3]=[C:4]([CH:8]=[CH:9][C:10]=1[OH:11])[C:5]([O:7][CH3:17])=[O:6].